Predict the product of the given reaction. From a dataset of Forward reaction prediction with 1.9M reactions from USPTO patents (1976-2016). (1) Given the reactants [F:1][C:2]1[CH:3]=[N:4][C:5]([NH:8][C:9]2[S:10][C:11]3[CH2:17][CH2:16][N:15]([CH2:18][CH2:19][N:20]4[CH2:25][CH2:24][N:23]([CH:26]([CH3:28])[CH3:27])[CH2:22][CH2:21]4)[C:14]4=[N:29][N:30](CC5C=CC(OC)=CC=5)[CH:31]=[C:13]4[C:12]=3[N:41]=2)=[N:6][CH:7]=1.C([SiH](C(C)C)C(C)C)(C)C, predict the reaction product. The product is: [F:1][C:2]1[CH:3]=[N:4][C:5]([NH:8][C:9]2[S:10][C:11]3[CH2:17][CH2:16][N:15]([CH2:18][CH2:19][N:20]4[CH2:25][CH2:24][N:23]([CH:26]([CH3:28])[CH3:27])[CH2:22][CH2:21]4)[C:14]4=[N:29][NH:30][CH:31]=[C:13]4[C:12]=3[N:41]=2)=[N:6][CH:7]=1. (2) Given the reactants CO[C:3](=[O:38])[C:4]1[CH:9]=[C:8]([C:10]2[CH:11]=[C:12]3[C:18]([C:19]4[CH:24]=[CH:23][CH:22]=[CH:21][C:20]=4[O:25][CH3:26])=[CH:17][N:16](S(C4C=CC(C)=CC=4)(=O)=O)[C:13]3=[N:14][CH:15]=2)[CH:7]=[CH:6][C:5]=1[OH:37].[CH3:39][N:40]([CH3:45])[CH2:41][CH2:42][NH:43][CH3:44].N=C=N.CN(C=O)C, predict the reaction product. The product is: [CH3:39][N:40]([CH3:45])[CH2:41][CH2:42][N:43]([CH3:44])[C:3](=[O:38])[C:4]1[CH:9]=[C:8]([C:10]2[CH:11]=[C:12]3[C:18]([C:19]4[CH:24]=[CH:23][CH:22]=[CH:21][C:20]=4[O:25][CH3:26])=[CH:17][NH:16][C:13]3=[N:14][CH:15]=2)[CH:7]=[CH:6][C:5]=1[OH:37]. (3) Given the reactants CO[C:3]([C:5]1[C:6]([OH:33])=[C:7]2[C:12](=[CH:13][N:14]=1)[N:11](CC1C=CC=CC=1)[C:10](=[O:22])[C:9]([C:23]1[CH:28]=[CH:27][C:26]([C:29]([F:32])([F:31])[F:30])=[CH:25][CH:24]=1)=[CH:8]2)=[O:4].[NH2:34][CH2:35][CH2:36][C:37]([OH:39])=[O:38].C[O-].[Na+], predict the reaction product. The product is: [CH2:9]([N:14]1[CH:13]=[C:12]2[C:7](=[CH:8][CH:9]([C:23]3[CH:28]=[CH:27][C:26]([C:29]([F:32])([F:30])[F:31])=[CH:25][CH:24]=3)[C:10](=[O:22])[NH:11]2)[C:6]([OH:33])=[C:5]1[C:3]([NH:34][CH2:35][CH2:36][C:37]([OH:39])=[O:38])=[O:4])[C:23]1[CH:28]=[CH:27][CH:26]=[CH:25][CH:24]=1. (4) Given the reactants [CH2:1]([NH2:4])[CH:2]=[CH2:3].[C:5]([O:9][CH2:10][CH3:11])(=[O:8])[CH:6]=[CH2:7], predict the reaction product. The product is: [CH2:1]([NH:4][CH2:7][CH2:6][C:5]([O:9][CH2:10][CH3:11])=[O:8])[CH:2]=[CH2:3]. (5) The product is: [F:23][C:22]1[C:16]2[O:15][CH2:14][CH:13]([CH2:12][NH:29][CH2:28][CH2:27][O:26][CH3:25])[O:18][C:17]=2[CH:19]=[C:20]([F:24])[CH:21]=1. Given the reactants CC1C=CC(S(O[CH2:12][CH:13]2[O:18][C:17]3[CH:19]=[C:20]([F:24])[CH:21]=[C:22]([F:23])[C:16]=3[O:15][CH2:14]2)(=O)=O)=CC=1.[CH3:25][O:26][CH2:27][CH2:28][NH2:29], predict the reaction product. (6) Given the reactants [H-].[Na+].[C:3]([O:7][C:8]([NH:10][CH:11]1[CH2:17][CH2:16][CH2:15][CH:14]([OH:18])[CH2:13][CH2:12]1)=[O:9])([CH3:6])([CH3:5])[CH3:4].[CH3:19]I.[OH-].[Na+], predict the reaction product. The product is: [C:3]([O:7][C:8]([NH:10][C@H:11]1[CH2:17][CH2:16][CH2:15][C@@H:14]([O:18][CH3:19])[CH2:13][CH2:12]1)=[O:9])([CH3:6])([CH3:4])[CH3:5].